The task is: Predict the product of the given reaction.. This data is from Forward reaction prediction with 1.9M reactions from USPTO patents (1976-2016). (1) Given the reactants [Cl:1][C:2]1[CH:7]=[CH:6][C:5](B(O)O)=[C:4]([O:11][CH3:12])[CH:3]=1.Cl[C:14]1[C:23]2[C:18](=[CH:19][C:20]([S:24]([O:27][C:28]3[C:33]([F:34])=[C:32]([F:35])[C:31]([F:36])=[C:30]([F:37])[C:29]=3[F:38])(=[O:26])=[O:25])=[CH:21][CH:22]=2)[CH:17]=[CH:16][N:15]=1.P([O-])([O-])([O-])=O.[K+].[K+].[K+], predict the reaction product. The product is: [Cl:1][C:2]1[CH:7]=[CH:6][C:5]([C:14]2[C:23]3[C:18](=[CH:19][C:20]([S:24]([O:27][C:28]4[C:29]([F:38])=[C:30]([F:37])[C:31]([F:36])=[C:32]([F:35])[C:33]=4[F:34])(=[O:26])=[O:25])=[CH:21][CH:22]=3)[CH:17]=[CH:16][N:15]=2)=[C:4]([O:11][CH3:12])[CH:3]=1. (2) Given the reactants Br[C:2]1[CH:3]=[CH:4][C:5]2[O:9][N:8]=[C:7]([CH:10]3[CH2:15][CH2:14][N:13]([C:16]([O:18][C:19]([CH3:22])([CH3:21])[CH3:20])=[O:17])[CH2:12][CH2:11]3)[C:6]=2[CH:23]=1.[C:24](=[NH:37])([C:31]1[CH:36]=[CH:35][CH:34]=[CH:33][CH:32]=1)[C:25]1[CH:30]=[CH:29][CH:28]=[CH:27][CH:26]=1.CC(C)([O-])C.[Na+].C1(P(C2C=CC=CC=2)C2C=CC3C(=CC=CC=3)C=2C2C3C(=CC=CC=3)C=CC=2P(C2C=CC=CC=2)C2C=CC=CC=2)C=CC=CC=1, predict the reaction product. The product is: [C:25]1([C:24](=[N:37][C:2]2[CH:3]=[CH:4][C:5]3[O:9][N:8]=[C:7]([CH:10]4[CH2:15][CH2:14][N:13]([C:16]([O:18][C:19]([CH3:22])([CH3:21])[CH3:20])=[O:17])[CH2:12][CH2:11]4)[C:6]=3[CH:23]=2)[C:31]2[CH:32]=[CH:33][CH:34]=[CH:35][CH:36]=2)[CH:30]=[CH:29][CH:28]=[CH:27][CH:26]=1.